Predict the product of the given reaction. From a dataset of Forward reaction prediction with 1.9M reactions from USPTO patents (1976-2016). (1) Given the reactants [NH:1]1[CH:5]=[CH:4][CH:3]=[C:2]1[C:6]1[S:7][CH:8]=[CH:9][N:10]=1.[H-].[Na+].[CH:13]([Si:16](Cl)([CH:20]([CH3:22])[CH3:21])[CH:17]([CH3:19])[CH3:18])([CH3:15])[CH3:14].O, predict the reaction product. The product is: [CH:13]([Si:16]([CH:20]([CH3:22])[CH3:21])([CH:17]([CH3:19])[CH3:18])[N:1]1[CH:5]=[CH:4][CH:3]=[C:2]1[C:6]1[S:7][CH:8]=[CH:9][N:10]=1)([CH3:15])[CH3:14]. (2) Given the reactants [C:1]([O:5][C@H:6]1[CH2:10][N:9]([C:11](=[O:19])[CH2:12][C:13]2[O:17][N:16]=[C:15]([CH3:18])[CH:14]=2)[C@H:8]([C:20]([O:22]CC=C)=[O:21])[CH2:7]1)([CH3:4])([CH3:3])[CH3:2].N1CCOCC1, predict the reaction product. The product is: [C:1]([O:5][C@H:6]1[CH2:10][N:9]([C:11](=[O:19])[CH2:12][C:13]2[O:17][N:16]=[C:15]([CH3:18])[CH:14]=2)[C@H:8]([C:20]([OH:22])=[O:21])[CH2:7]1)([CH3:4])([CH3:2])[CH3:3]. (3) Given the reactants [F:1][CH:2]([F:23])[O:3][C:4]1[CH:9]=[CH:8][C:7]([C:10]2[CH:18]=[CH:17][CH:16]=[C:15]3[C:11]=2[CH2:12][CH2:13][C:14]3=[O:19])=[C:6]([OH:20])[C:5]=1[O:21][CH3:22].C(=O)([O-])[O-].[K+].[K+].Br[CH2:31][C:32]1[CH:37]=[CH:36][C:35]([S:38]([CH3:41])(=[O:40])=[O:39])=[CH:34][CH:33]=1, predict the reaction product. The product is: [F:1][CH:2]([F:23])[O:3][C:4]1[CH:9]=[CH:8][C:7]([C:10]2[CH:18]=[CH:17][CH:16]=[C:15]3[C:11]=2[CH2:12][CH2:13][C:14]3=[O:19])=[C:6]([O:20][CH2:31][C:32]2[CH:33]=[CH:34][C:35]([S:38]([CH3:41])(=[O:40])=[O:39])=[CH:36][CH:37]=2)[C:5]=1[O:21][CH3:22]. (4) Given the reactants Cl.[NH2:2][NH2:3].FC1C([O:11][C:12]([C:14]2[C:15]([NH:25][C:26]3[CH:31]=[CH:30][C:29]([Br:32])=[CH:28][C:27]=3[F:33])=[C:16]([F:24])[C:17](=[O:23])[N:18]3[C:22]=2[CH2:21][CH2:20][CH2:19]3)=O)=C(F)C(F)=C(F)C=1F, predict the reaction product. The product is: [Br:32][C:29]1[CH:30]=[CH:31][C:26]([NH:25][C:15]2[C:14]([C:12]([NH:2][NH2:3])=[O:11])=[C:22]3[N:18]([CH2:19][CH2:20][CH2:21]3)[C:17](=[O:23])[C:16]=2[F:24])=[C:27]([F:33])[CH:28]=1. (5) The product is: [F:14][C:2]([F:1])([F:13])[CH:3]([C:5]1[CH:10]=[CH:9][N:8]=[C:7]([C:11]#[N:12])[CH:6]=1)[O:4][CH2:24][CH:23]=[CH2:22]. Given the reactants [F:1][C:2]([F:14])([F:13])[CH:3]([C:5]1[CH:10]=[CH:9][N:8]=[C:7]([C:11]#[N:12])[CH:6]=1)[OH:4].C(=O)([O-])[O-].[K+].[K+].Br[CH2:22][CH:23]=[CH2:24].[Cl-].[NH4+], predict the reaction product.